Dataset: Catalyst prediction with 721,799 reactions and 888 catalyst types from USPTO. Task: Predict which catalyst facilitates the given reaction. (1) Reactant: Cl[C:2]1[C:11]([CH2:12][C:13]2[CH:18]=[CH:17][C:16]([N:19]3[CH:23]=[CH:22][CH:21]=[N:20]3)=[CH:15][CH:14]=2)=[C:10]([Cl:24])[C:9]2[C:4](=[CH:5][CH:6]=[C:7]([C:25]([C:33]3[C:34]([CH3:40])=[N:35][C:36]([CH3:39])=[CH:37][CH:38]=3)([C:27]3[N:31]([CH3:32])[N:30]=[N:29][CH:28]=3)[OH:26])[CH:8]=2)[N:3]=1.[NH:41]1[CH2:44][CH2:43][CH2:42]1.CN(C=O)C. Product: [N:41]1([C:2]2[C:11]([CH2:12][C:13]3[CH:18]=[CH:17][C:16]([N:19]4[CH:23]=[CH:22][CH:21]=[N:20]4)=[CH:15][CH:14]=3)=[C:10]([Cl:24])[C:9]3[C:4](=[CH:5][CH:6]=[C:7]([C:25]([C:33]4[C:34]([CH3:40])=[N:35][C:36]([CH3:39])=[CH:37][CH:38]=4)([C:27]4[N:31]([CH3:32])[N:30]=[N:29][CH:28]=4)[OH:26])[CH:8]=3)[N:3]=2)[CH2:44][CH2:43][CH2:42]1. The catalyst class is: 25. (2) Reactant: C(OC(=O)/[C:7](/[C:18](=[O:26])[C:19]1[CH:24]=[CH:23][CH:22]=[CH:21][C:20]=1[OH:25])=[CH:8]/[C:9]1[S:10][C:11]([C:14]([O:16][CH3:17])=[O:15])=[CH:12][N:13]=1)(C)(C)C.FC(F)(F)C1C=C(NC(N[C@@H]2CCCC[C@H]2N(C)C)=S)C=C(C(F)(F)F)C=1.CC1(C)[C@]2(CS(O)(=O)=O)C(C[C@H]1CC2)=O. Product: [O:26]=[C:18]1[C:19]2[C:20](=[CH:21][CH:22]=[CH:23][CH:24]=2)[O:25][CH:8]([C:9]2[S:10][C:11]([C:14]([O:16][CH3:17])=[O:15])=[CH:12][N:13]=2)[CH2:7]1. The catalyst class is: 11. (3) Reactant: [Br:1][C:2]1[CH:3]=[C:4]([CH2:8][NH2:9])[CH:5]=[CH:6][CH:7]=1.[CH3:10][O:11][CH2:12][CH2:13][C:14](O)=[O:15].CN(C(ON1N=NC2C=CC=NC1=2)=[N+](C)C)C.F[P-](F)(F)(F)(F)F.CCN(C(C)C)C(C)C. Product: [Br:1][C:2]1[CH:3]=[C:4]([CH:5]=[CH:6][CH:7]=1)[CH2:8][NH:9][C:14](=[O:15])[CH2:13][CH2:12][O:11][CH3:10]. The catalyst class is: 2. (4) Reactant: [Cl:1][C:2]1[CH:17]=[CH:16][C:5]([O:6][C:7]2[CH:8]=[CH:9][C:10]([N+:13]([O-])=O)=[N:11][CH:12]=2)=[CH:4][C:3]=1[C:18]([F:21])([F:20])[F:19].O.O.[Sn](Cl)Cl.O.C([O-])(O)=O.[Na+]. Product: [Cl:1][C:2]1[CH:17]=[CH:16][C:5]([O:6][C:7]2[CH:8]=[CH:9][C:10]([NH2:13])=[N:11][CH:12]=2)=[CH:4][C:3]=1[C:18]([F:21])([F:19])[F:20]. The catalyst class is: 8. (5) Reactant: C[O:2][C:3]1[CH:4]=[C:5]2[C:10](=[CH:11][CH:12]=1)[N:9]=[C:8]([C:13]1[CH:22]=[CH:21][C:16]([C:17]([O:19]C)=[O:18])=[CH:15][CH:14]=1)[C:7]([CH3:23])=[CH:6]2.B(Br)(Br)Br.O. Product: [OH:2][C:3]1[CH:4]=[C:5]2[C:10](=[CH:11][CH:12]=1)[N:9]=[C:8]([C:13]1[CH:14]=[CH:15][C:16]([C:17]([OH:19])=[O:18])=[CH:21][CH:22]=1)[C:7]([CH3:23])=[CH:6]2. The catalyst class is: 2. (6) Reactant: [CH3:1][C:2]([Si:5](Cl)([CH3:7])[CH3:6])([CH3:4])[CH3:3].N1C=CN=C1.[Br:14][CH2:15][C@@H:16]([C:18]1[CH:23]=[CH:22][C:21]([O:24][CH2:25][C:26]2[CH:31]=[CH:30][CH:29]=[CH:28][CH:27]=2)=[C:20]([NH:32][CH:33]=[O:34])[CH:19]=1)[OH:17]. Product: [Br:14][CH2:15][C@H:16]([O:17][Si:5]([C:2]([CH3:4])([CH3:3])[CH3:1])([CH3:7])[CH3:6])[C:18]1[CH:23]=[CH:22][C:21]([O:24][CH2:25][C:26]2[CH:31]=[CH:30][CH:29]=[CH:28][CH:27]=2)=[C:20]([NH:32][CH:33]=[O:34])[CH:19]=1. The catalyst class is: 2. (7) Reactant: O[C:2]([C:14]1[C:15]([NH:20][C:21](=[O:26])[C:22](C)(C)C)=[N:16][CH:17]=[CH:18][CH:19]=1)([CH:11]([CH3:13])[CH3:12])CC(OC(C)(C)C)=O. Product: [CH:11]([C:2]1[C:14]2[C:15](=[N:16][CH:17]=[CH:18][CH:19]=2)[NH:20][C:21](=[O:26])[CH:22]=1)([CH3:12])[CH3:13]. The catalyst class is: 33. (8) The catalyst class is: 4. Reactant: [N:1]1[CH:6]=[C:5]([C:7]2[CH:34]=[CH:33][C:10]3[N:11]=[C:12]([C@@H:14]4[CH2:17][C@H:16]([N:18]5[CH2:25][C@@H:24]6[C@@H:20]([N:21](C(OC(C)(C)C)=O)[CH2:22][CH2:23]6)[CH2:19]5)[CH2:15]4)[S:13][C:9]=3[CH:8]=2)[CH:4]=[N:3][CH:2]=1.C(O)(C(F)(F)F)=O. Product: [NH:21]1[CH2:22][CH2:23][C@@H:24]2[CH2:25][N:18]([C@@H:16]3[CH2:17][C@H:14]([C:12]4[S:13][C:9]5[CH:8]=[C:7]([C:5]6[CH:4]=[N:3][CH:2]=[N:1][CH:6]=6)[CH:34]=[CH:33][C:10]=5[N:11]=4)[CH2:15]3)[CH2:19][C@H:20]12. (9) Reactant: [S:1]1[C:5]2=[N:6][CH:7]=[CH:8][CH:9]=[C:4]2[CH:3]=[C:2]1[NH:10][S:11]([C:14]1[CH:19]=[CH:18][CH:17]=[CH:16][CH:15]=1)(=[O:13])=[O:12].[Cl:20]N1C(=O)CCC1=O.C(OCC)(=O)C. Product: [Cl:20][C:3]1[C:4]2[C:5](=[N:6][CH:7]=[CH:8][CH:9]=2)[S:1][C:2]=1[NH:10][S:11]([C:14]1[CH:15]=[CH:16][CH:17]=[CH:18][CH:19]=1)(=[O:12])=[O:13]. The catalyst class is: 3.